Dataset: Reaction yield outcomes from USPTO patents with 853,638 reactions. Task: Predict the reaction yield, written as a fraction of the theoretical maximum amount of product (1.0 means a 100% yield; for example, 0.34 means a 34% yield). (1) The reactants are [Br:1][C:2]1[CH:7]=[CH:6][C:5]([Cl:8])=[CH:4][C:3]=1[CH2:9][OH:10].[H-].[Na+].[CH3:13]I. The catalyst is C1COCC1. The product is [Br:1][C:2]1[CH:7]=[CH:6][C:5]([Cl:8])=[CH:4][C:3]=1[CH2:9][O:10][CH3:13]. The yield is 0.910. (2) The catalyst is C(O)(C)C. The yield is 0.0700. The reactants are C12(CS(O)(=O)=O)C(C)(C)C(CC1)CC2=O.[CH2:16]([N:18]1[C:24]2[CH:25]=[C:26]([F:30])[C:27]([NH2:29])=[CH:28][C:23]=2[O:22][CH2:21][CH2:20][CH2:19]1)[CH3:17].Cl[C:32]1[N:37]=[C:36]([NH:38][C:39]2[C:48]([F:49])=[CH:47][CH:46]=[CH:45][C:40]=2[C:41]([NH:43][CH3:44])=[O:42])[C:35]([Cl:50])=[CH:34][N:33]=1. The product is [Cl:50][C:35]1[C:36]([NH:38][C:39]2[C:48]([F:49])=[CH:47][CH:46]=[CH:45][C:40]=2[C:41]([NH:43][CH3:44])=[O:42])=[N:37][C:32]([NH:29][C:27]2[C:26]([F:30])=[CH:25][C:24]3[N:18]([CH2:16][CH3:17])[CH2:19][CH2:20][CH2:21][O:22][C:23]=3[CH:28]=2)=[N:33][CH:34]=1. (3) The reactants are [F:1][C:2]1[C:3]([CH:22]=O)=[CH:4][N:5]([S:13]([C:16]2[CH:21]=[CH:20][CH:19]=[CH:18][CH:17]=2)(=[O:15])=[O:14])[C:6]=1[C:7]1[CH:12]=[CH:11][CH:10]=[CH:9][CH:8]=1.CO.[CH3:26][NH2:27].[BH4-].[Na+].[ClH:30].C(=O)([O-])O.[Na+]. The catalyst is CO. The product is [ClH:30].[F:1][C:2]1[C:3]([CH2:22][NH:27][CH3:26])=[CH:4][N:5]([S:13]([C:16]2[CH:21]=[CH:20][CH:19]=[CH:18][CH:17]=2)(=[O:15])=[O:14])[C:6]=1[C:7]1[CH:12]=[CH:11][CH:10]=[CH:9][CH:8]=1. The yield is 0.0900.